Dataset: Reaction yield outcomes from USPTO patents with 853,638 reactions. Task: Predict the reaction yield, written as a fraction of the theoretical maximum amount of product (1.0 means a 100% yield; for example, 0.34 means a 34% yield). (1) The product is [Cl:41][CH2:40][CH2:39][O:31][C:28]1[CH:27]=[CH:26][C:25]([C:23]([C:17]2[CH:18]=[C:19]([CH3:22])[CH:20]=[CH:21][C:16]=2[O:15][C:6]2[C:5]3[C:10](=[CH:11][C:12]([O:13][CH3:14])=[C:3]([O:2][CH3:1])[CH:4]=3)[N:9]=[CH:8][CH:7]=2)=[O:24])=[CH:30][CH:29]=1. The catalyst is CN(C)C=O. The reactants are [CH3:1][O:2][C:3]1[CH:4]=[C:5]2[C:10](=[CH:11][C:12]=1[O:13][CH3:14])[N:9]=[CH:8][CH:7]=[C:6]2[O:15][C:16]1[CH:21]=[CH:20][C:19]([CH3:22])=[CH:18][C:17]=1[C:23]([C:25]1[CH:30]=[CH:29][C:28]([OH:31])=[CH:27][CH:26]=1)=[O:24].C(=O)([O-])[O-].[K+].[K+].Br[CH2:39][CH2:40][Cl:41].O. The yield is 0.690. (2) The catalyst is O1CCOCC1. The yield is 0.650. The reactants are Br[C:2]1[CH:31]=[CH:30][C:5]([C:6]([NH:8][C:9]2[CH:14]=[CH:13][C:12]([O:15][C:16]([F:19])([F:18])[F:17])=[C:11]([NH:20][C:21](=[O:29])[CH2:22][N:23]3[CH2:28][CH2:27][O:26][CH2:25][CH2:24]3)[CH:10]=2)=[O:7])=[CH:4][CH:3]=1.[F:32][C:33]1[CH:34]=[C:35](B(O)O)[CH:36]=[CH:37][CH:38]=1.C(=O)([O-])[O-].[Na+].[Na+]. The product is [F:32][C:33]1[CH:38]=[C:37]([C:2]2[CH:3]=[CH:4][C:5]([C:6]([NH:8][C:9]3[CH:14]=[CH:13][C:12]([O:15][C:16]([F:18])([F:19])[F:17])=[C:11]([NH:20][C:21](=[O:29])[CH2:22][N:23]4[CH2:24][CH2:25][O:26][CH2:27][CH2:28]4)[CH:10]=3)=[O:7])=[CH:30][CH:31]=2)[CH:36]=[CH:35][CH:34]=1. (3) The reactants are [BH4-].[Na+].[Cl:3][C:4]1[C:8]([Cl:9])=[C:7]([C:10](Cl)=[O:11])[S:6][N:5]=1.C(O)(=O)CC(CC(O)=O)(C(O)=O)O. The catalyst is O.C1COCC1. The product is [Cl:3][C:4]1[C:8]([Cl:9])=[C:7]([CH2:10][OH:11])[S:6][N:5]=1. The yield is 0.810.